Task: Predict the product of the given reaction.. Dataset: Forward reaction prediction with 1.9M reactions from USPTO patents (1976-2016) (1) Given the reactants [NH:1]1[C:9]2[CH:8]=[CH:7][CH:6]=[C:5]([OH:10])[C:4]=2[CH:3]=[N:2]1.[Cl:11][C:12]1[CH:17]=[C:16]([N+:18]([O-])=O)[CH:15]=[CH:14][C:13]=1F.C(=O)([O-])[O-].[K+].[K+].CN(C)C=O, predict the reaction product. The product is: [Cl:11][C:12]1[CH:17]=[C:16]([CH:15]=[CH:14][C:13]=1[O:10][C:5]1[CH:6]=[CH:7][CH:8]=[C:9]2[C:4]=1[CH:3]=[N:2][NH:1]2)[NH2:18]. (2) The product is: [CH3:2][O:3][C:4]1[CH:5]=[C:6]([C:12]2[C:13]([CH3:25])([CH3:24])[C:14](=[O:23])[N:15]([CH:17]3[CH2:22][CH2:21][N:20]([C:26]([C:27]4[CH:32]=[CH:31][CH:30]=[CH:29][CH:28]=4)=[O:33])[CH2:19][CH2:18]3)[N:16]=2)[CH:7]=[CH:8][C:9]=1[O:10][CH3:11]. Given the reactants Cl.[CH3:2][O:3][C:4]1[CH:5]=[C:6]([C:12]2[C:13]([CH3:25])([CH3:24])[C:14](=[O:23])[N:15]([CH:17]3[CH2:22][CH2:21][NH:20][CH2:19][CH2:18]3)[N:16]=2)[CH:7]=[CH:8][C:9]=1[O:10][CH3:11].[C:26](Cl)(=[O:33])[C:27]1[CH:32]=[CH:31][CH:30]=[CH:29][CH:28]=1, predict the reaction product. (3) Given the reactants [Mg].BrCCBr.[CH3:6][C:7]([CH3:29])([C:9](=[O:28])[CH:10]([N:23]1[CH:27]=[N:26][CH:25]=[N:24]1)[CH2:11][CH2:12][CH2:13][C:14]([CH3:22])([C:16]1[CH:21]=[CH:20][CH:19]=[CH:18][CH:17]=1)[CH3:15])[CH3:8].[Cl-].[NH4+], predict the reaction product. The product is: [CH3:8][C:7]([CH3:29])([CH:9]([OH:28])[CH:10]([N:23]1[CH:27]=[N:26][CH:25]=[N:24]1)[CH2:11][CH2:12][CH2:13][C:14]([CH3:15])([C:16]1[CH:17]=[CH:18][CH:19]=[CH:20][CH:21]=1)[CH3:22])[CH3:6]. (4) The product is: [CH3:1][O:2][C:3]1[CH:4]=[C:5]([C:11]2[CH:21]=[N:20][C:14]3[N:15]=[C:16]([NH:19][C:25]4[C:30]([N+:31]([O-:33])=[O:32])=[CH:29][CH:28]=[CH:27][C:26]=4[CH3:34])[N:17]=[CH:18][C:13]=3[CH:12]=2)[CH:6]=[C:7]([O:9][CH3:10])[CH:8]=1. Given the reactants [CH3:1][O:2][C:3]1[CH:4]=[C:5]([C:11]2[CH:21]=[N:20][C:14]3[N:15]=[C:16]([NH2:19])[N:17]=[CH:18][C:13]=3[CH:12]=2)[CH:6]=[C:7]([O:9][CH3:10])[CH:8]=1.[H-].[Na+].F[C:25]1[C:30]([N+:31]([O-:33])=[O:32])=[CH:29][CH:28]=[CH:27][C:26]=1[CH3:34], predict the reaction product. (5) Given the reactants [C:1]([O:5][C:6](=[O:22])[CH2:7][N:8]1[CH:12]=[C:11](B2OC(C)(C)C(C)(C)O2)[CH:10]=[N:9]1)([CH3:4])([CH3:3])[CH3:2].Cl[C:24]1[C:36]2[C:35]3[C:30](=[CH:31][CH:32]=[CH:33][CH:34]=3)[C:29]([C:38]([F:41])([F:40])[F:39])([OH:37])[C:28]=2[CH:27]=[C:26]([CH3:42])[CH:25]=1.C(=O)([O-])O.[Na+].C1(P(C2CCCCC2)C2C=CC=CC=2C2C(OC)=CC=CC=2OC)CCCCC1, predict the reaction product. The product is: [C:1]([O:5][C:6](=[O:22])[CH2:7][N:8]1[CH:12]=[C:11]([C:24]2[C:36]3[C:35]4[C:30](=[CH:31][CH:32]=[CH:33][CH:34]=4)[C:29]([OH:37])([C:38]([F:40])([F:41])[F:39])[C:28]=3[CH:27]=[C:26]([CH3:42])[CH:25]=2)[CH:10]=[N:9]1)([CH3:2])([CH3:3])[CH3:4]. (6) Given the reactants [Cl:1][C:2]1[CH:3]=[C:4]([C@H:9]2[CH2:13][CH2:12][N:11]([C@H:14]3[CH2:18][CH2:17][N:16]([C:19]4[CH:24]=[CH:23][CH:22]=[CH:21][CH:20]=4)[C:15]3=[O:25])[CH2:10]2)[CH:5]=[C:6]([Cl:8])[CH:7]=1.[Cl:26][S:27](O)(=[O:29])=[O:28].C([O-])(O)=O.[Na+], predict the reaction product. The product is: [Cl:1][C:2]1[CH:3]=[C:4]([C@H:9]2[CH2:13][CH2:12][N:11]([C@H:14]3[CH2:18][CH2:17][N:16]([C:19]4[CH:20]=[CH:21][C:22]([S:27]([Cl:26])(=[O:29])=[O:28])=[CH:23][CH:24]=4)[C:15]3=[O:25])[CH2:10]2)[CH:5]=[C:6]([Cl:8])[CH:7]=1. (7) Given the reactants Cl.[Cl:2][CH2:3][CH2:4][CH2:5][NH2:6].[CH3:7][CH2:8][CH2:9][CH2:10][CH2:11][CH3:12].[C:13]([O:16]CC)(=[O:15])C, predict the reaction product. The product is: [Cl:2][CH2:3][CH2:4][CH2:5][NH:6][C:13](=[O:15])[O:16][C:9]1[CH:8]=[CH:7][CH:12]=[CH:11][CH:10]=1.